This data is from Forward reaction prediction with 1.9M reactions from USPTO patents (1976-2016). The task is: Predict the product of the given reaction. (1) Given the reactants [Cl:1][C:2]1[CH:10]=[C:6]([C:7]([OH:9])=O)[C:5]([NH2:11])=[CH:4][C:3]=1[N+:12]([O-:14])=[O:13].Cl.[CH:16](N)=[NH:17], predict the reaction product. The product is: [Cl:1][C:2]1[CH:10]=[C:6]2[C:5](=[CH:4][C:3]=1[N+:12]([O-:14])=[O:13])[N:11]=[CH:16][NH:17][C:7]2=[O:9]. (2) Given the reactants [CH2:1]([NH:5][C:6](=[O:14])[CH:7](CCCCO)Cl)[CH2:2][CH2:3][CH3:4].[CH3:15][O:16][C:17]1[CH:22]=[CH:21][C:20]([C@@H:23]2[C@H:27]([C:28]([O:30][CH2:31][CH3:32])=[O:29])[C@@H:26]([C:33]3[CH:41]=[CH:40][C:36]4[O:37][CH2:38][O:39][C:35]=4[CH:34]=3)[CH2:25][NH:24]2)=[CH:19][CH:18]=1.C(O)(=O)[C@H:43]([C:45]1[CH:50]=[CH:49]C=CC=1)[OH:44].COC1C=CC([C@H]2[C@H](C(OCC)=O)[C@@H](C3C=CC4OCOC=4C=3)CN2)=CC=1.C(N(CC)C(C)C)(C)C, predict the reaction product. The product is: [CH3:15][O:16][C:17]1[CH:22]=[CH:21][C:20]([C@@H:23]2[C@H:27]([C:28]([O:30][CH2:31][CH3:32])=[O:29])[C@@H:26]([C:33]3[CH:41]=[CH:40][C:36]4[O:37][CH2:38][O:39][C:35]=4[CH:34]=3)[CH2:25][N:24]2[CH2:7][C:6]([N:5]([CH2:1][CH2:2][CH2:3][CH3:4])[CH2:49][CH2:50][CH2:45][CH2:43][OH:44])=[O:14])=[CH:19][CH:18]=1. (3) Given the reactants [NH2:1][C:2]1[N:7]=[CH:6][N:5]=[C:4]2[N:8]([CH:27]3[CH2:32][CH2:31][N:30]([C:33]([O:35][CH2:36][C:37]4[CH:42]=[CH:41][CH:40]=[CH:39][CH:38]=4)=[O:34])[CH2:29][CH2:28]3)[N:9]=[C:10]([C:11]3[CH:16]=[CH:15][C:14]([NH:17]C(OC(C)(C)C)=O)=[C:13]([O:25][CH3:26])[CH:12]=3)[C:3]=12.FC(F)(F)C(O)=O, predict the reaction product. The product is: [NH2:1][C:2]1[N:7]=[CH:6][N:5]=[C:4]2[N:8]([CH:27]3[CH2:32][CH2:31][N:30]([C:33]([O:35][CH2:36][C:37]4[CH:38]=[CH:39][CH:40]=[CH:41][CH:42]=4)=[O:34])[CH2:29][CH2:28]3)[N:9]=[C:10]([C:11]3[CH:16]=[CH:15][C:14]([NH2:17])=[C:13]([O:25][CH3:26])[CH:12]=3)[C:3]=12. (4) Given the reactants [N+:1]([C:4]1[CH:5]=[C:6]2[C:11](=[CH:12][CH:13]=1)[N:10]=[CH:9][N:8]=[C:7]2[NH:14][C:15]1[CH:20]=[CH:19][CH:18]=[CH:17][CH:16]=1)([O-])=O.O.NN, predict the reaction product. The product is: [NH2:1][C:4]1[CH:5]=[C:6]2[C:11](=[CH:12][CH:13]=1)[N:10]=[CH:9][N:8]=[C:7]2[NH:14][C:15]1[CH:20]=[CH:19][CH:18]=[CH:17][CH:16]=1. (5) Given the reactants [Cl:1][C:2]1[CH:7]=[C:6]([Cl:8])[CH:5]=[CH:4][C:3]=1[CH:9]([OH:28])[C:10]1[N:14]([CH2:15][CH2:16][CH2:17]O)[C:13]2[C:19]([N:23]([CH2:26][CH3:27])[CH2:24][CH3:25])=[CH:20][CH:21]=[CH:22][C:12]=2[N:11]=1.CS(Cl)(=O)=O.C(=O)([O-])[O-].[K+].[K+], predict the reaction product. The product is: [Cl:1][C:2]1[CH:7]=[C:6]([Cl:8])[CH:5]=[CH:4][C:3]=1[CH:9]1[C:10]2=[N:11][C:12]3[C:13](=[C:19]([N:23]([CH2:26][CH3:27])[CH2:24][CH3:25])[CH:20]=[CH:21][CH:22]=3)[N:14]2[CH2:15][CH2:16][CH2:17][O:28]1. (6) Given the reactants Cl[C:2]([O:4][CH:5]1[CH2:9][CH2:8][CH2:7][CH2:6]1)=[O:3].FC(F)(F)C(O)=O.[F:17][C:18]1[C:19]([O:27][C:28]2[N:33]=[CH:32][N:31]=[C:30]3[N:34]([CH:37]4[CH2:42][CH2:41][NH:40][CH2:39][CH2:38]4)[N:35]=[CH:36][C:29]=23)=[C:20]([CH:23]=[CH:24][C:25]=1[F:26])[C:21]#[N:22].C(OC(N1CCC(N2C3=NC=NC(OC4C(C#N)=CC=C(F)C=4F)=C3C=N2)CC1)=O)(C)(C)C.FC(F)(F)C(O)=O.C(OC1C=CC(OC2N=CN=C3N(C4CCNCC4)N=CC=23)=C(F)C=1)C.C(N(C(C)C)CC)(C)C, predict the reaction product. The product is: [CH:5]1([O:4][C:2]([N:40]2[CH2:39][CH2:38][CH:37]([N:34]3[C:30]4=[N:31][CH:32]=[N:33][C:28]([O:27][C:19]5[C:20]([C:21]#[N:22])=[CH:23][CH:24]=[C:25]([F:26])[C:18]=5[F:17])=[C:29]4[CH:36]=[N:35]3)[CH2:42][CH2:41]2)=[O:3])[CH2:9][CH2:8][CH2:7][CH2:6]1. (7) Given the reactants [C:1]([C:3]1[C:8]([N+:9]([O-:11])=[O:10])=[CH:7][CH:6]=[C:5]([F:12])[N:4]=1)#[N:2].N.[OH:14]S(O)(=O)=O, predict the reaction product. The product is: [F:12][C:5]1[N:4]=[C:3]([C:1]([NH2:2])=[O:14])[C:8]([N+:9]([O-:11])=[O:10])=[CH:7][CH:6]=1. (8) Given the reactants [CH3:1][N:2]([CH3:41])[CH2:3][CH2:4][C:5]([N:7]1[C:16]2[C:11](=[CH:12][C:13]([O:39][CH3:40])=[C:14]([NH:17][C:18]3[NH:23][C:22]4=[N:24][CH:25]=[CH:26][C:21]4=[C:20]([NH:27][C:28]4[CH:37]=[CH:36][CH:35]=[C:34]([F:38])[C:29]=4[C:30]([NH:32]C)=[O:31])[N:19]=3)[CH:15]=2)[CH2:10][CH2:9][CH2:8]1)=[O:6].ClC1N=C(NC2C=CC=C(F)C=2C(N)=O)C2C=CN(S(C3C=CC(C)=CC=3)(=O)=O)C=2N=1.[OH-].[NH4+].CN(C)CCC(N1C2C(=CC(OC)=C(N)C=2)CCC1)=O, predict the reaction product. The product is: [CH3:41][N:2]([CH3:1])[CH2:3][CH2:4][C:5]([N:7]1[C:16]2[C:11](=[CH:12][C:13]([O:39][CH3:40])=[C:14]([NH:17][C:18]3[NH:23][C:22]4=[N:24][CH:25]=[CH:26][C:21]4=[C:20]([NH:27][C:28]4[CH:37]=[CH:36][CH:35]=[C:34]([F:38])[C:29]=4[C:30]([NH2:32])=[O:31])[N:19]=3)[CH:15]=2)[CH2:10][CH2:9][CH2:8]1)=[O:6]. (9) Given the reactants [O:1]=[C:2]1[C:5]2([CH2:9][CH2:8][CH2:7][N:6]2C(OCC2C=CC=CC=2)=O)[CH2:4][NH:3]1, predict the reaction product. The product is: [C:2]1(=[O:1])[C:5]2([CH2:9][CH2:8][CH2:7][NH:6]2)[CH2:4][NH:3]1. (10) Given the reactants [C:1]([C:4]1[C:5]([CH3:22])=[N:6][C:7]([CH3:21])=[CH:8][C:9]=1[NH:10]S(C1C=CC(C)=CC=1)(=O)=O)(=[O:3])[CH3:2].C(=O)([O-])[O-].[Na+].[Na+], predict the reaction product. The product is: [NH2:10][C:9]1[CH:8]=[C:7]([CH3:21])[N:6]=[C:5]([CH3:22])[C:4]=1[C:1](=[O:3])[CH3:2].